Dataset: Peptide-MHC class I binding affinity with 185,985 pairs from IEDB/IMGT. Task: Regression. Given a peptide amino acid sequence and an MHC pseudo amino acid sequence, predict their binding affinity value. This is MHC class I binding data. (1) The peptide sequence is IDNQKLSYL. The MHC is HLA-B18:01 with pseudo-sequence HLA-B18:01. The binding affinity (normalized) is 0. (2) The peptide sequence is LSPRWYFYY. The MHC is HLA-A30:02 with pseudo-sequence HLA-A30:02. The binding affinity (normalized) is 0.612. (3) The peptide sequence is YLNGGRRGY. The MHC is HLA-A02:01 with pseudo-sequence HLA-A02:01. The binding affinity (normalized) is 0.0847. (4) The peptide sequence is FPRYPLNVL. The MHC is HLA-B08:01 with pseudo-sequence HLA-B08:01. The binding affinity (normalized) is 0.358. (5) The peptide sequence is HAMSSTHEA. The MHC is HLA-B15:01 with pseudo-sequence HLA-B15:01. The binding affinity (normalized) is 0. (6) The binding affinity (normalized) is 0.194. The MHC is Mamu-B03 with pseudo-sequence Mamu-B03. The peptide sequence is RVVLQSKEL. (7) The peptide sequence is IGYPKPALL. The MHC is Mamu-B52 with pseudo-sequence Mamu-B52. The binding affinity (normalized) is 0.488. (8) The peptide sequence is WCRVGRGTI. The MHC is HLA-B08:01 with pseudo-sequence HLA-B08:01. The binding affinity (normalized) is 0.0847. (9) The peptide sequence is TFIDVHIPK. The MHC is HLA-A11:01 with pseudo-sequence HLA-A11:01. The binding affinity (normalized) is 1.00.